Dataset: Forward reaction prediction with 1.9M reactions from USPTO patents (1976-2016). Task: Predict the product of the given reaction. Given the reactants [N:1]1[CH:6]=[CH:5][CH:4]=[C:3]([NH:7][C:8](=[O:15])OCC(Cl)(Cl)Cl)[CH:2]=1.[F:16][C:17]([F:36])([F:35])[C:18]1[CH:19]=[C:20]([C:24]2[N:25]=[C:26]([N:29]3[CH2:34][CH2:33][NH:32][CH2:31][CH2:30]3)[S:27][CH:28]=2)[CH:21]=[CH:22][CH:23]=1.C(N(C(C)C)CC)(C)C.O, predict the reaction product. The product is: [N:1]1[CH:6]=[CH:5][CH:4]=[C:3]([NH:7][C:8]([N:32]2[CH2:33][CH2:34][N:29]([C:26]3[S:27][CH:28]=[C:24]([C:20]4[CH:21]=[CH:22][CH:23]=[C:18]([C:17]([F:36])([F:16])[F:35])[CH:19]=4)[N:25]=3)[CH2:30][CH2:31]2)=[O:15])[CH:2]=1.